Task: Regression. Given two drug SMILES strings and cell line genomic features, predict the synergy score measuring deviation from expected non-interaction effect.. Dataset: NCI-60 drug combinations with 297,098 pairs across 59 cell lines (1) Drug 1: C1CCC(C1)C(CC#N)N2C=C(C=N2)C3=C4C=CNC4=NC=N3. Drug 2: CCC1(C2=C(COC1=O)C(=O)N3CC4=CC5=C(C=CC(=C5CN(C)C)O)N=C4C3=C2)O.Cl. Cell line: NCI/ADR-RES. Synergy scores: CSS=2.64, Synergy_ZIP=-0.985, Synergy_Bliss=1.54, Synergy_Loewe=-4.37, Synergy_HSA=0.301. (2) Drug 1: C1=NC2=C(N1)C(=S)N=C(N2)N. Drug 2: C(CN)CNCCSP(=O)(O)O. Cell line: OVCAR-5. Synergy scores: CSS=35.4, Synergy_ZIP=1.17, Synergy_Bliss=0.264, Synergy_Loewe=-33.7, Synergy_HSA=-1.39. (3) Drug 1: C1=NC2=C(N1)C(=S)N=C(N2)N. Drug 2: CCN(CC)CCCC(C)NC1=C2C=C(C=CC2=NC3=C1C=CC(=C3)Cl)OC. Cell line: BT-549. Synergy scores: CSS=40.0, Synergy_ZIP=-3.66, Synergy_Bliss=4.66, Synergy_Loewe=3.44, Synergy_HSA=5.79.